This data is from Catalyst prediction with 721,799 reactions and 888 catalyst types from USPTO. The task is: Predict which catalyst facilitates the given reaction. (1) Reactant: [C:1]([NH:4][C:5]1[CH:12]=[CH:11][C:8]([CH:9]=O)=[CH:7][C:6]=1[I:13])(=[O:3])[CH3:2].[NH2:14][NH:15][C:16]([NH2:18])=[S:17]. Product: [C:1]([NH:4][C:5]1[CH:12]=[CH:11][C:8]([CH:9]=[N:14][NH:15][C:16]([NH2:18])=[S:17])=[CH:7][C:6]=1[I:13])(=[O:3])[CH3:2]. The catalyst class is: 181. (2) Reactant: [CH2:1]1[C:3]2([CH2:7][CH:6](CS([O-])(=O)=O)[CH2:5][O:4]2)[CH2:2]1.[OH:13][C:14]1[CH:23]=[C:22]2[C:17]([C:18]([O:24][C:25]3[CH:26]=[CH:27][C:28]([NH:31][C:32]([C:34]4[C:35](=[O:47])[N:36]([C:41]5[CH:46]=[CH:45][CH:44]=[CH:43][CH:42]=5)[N:37]([CH3:40])[C:38]=4[CH3:39])=[O:33])=[N:29][CH:30]=3)=[CH:19][CH:20]=[N:21]2)=[CH:16][CH:15]=1.C(=O)([O-])[O-].[Cs+].[Cs+]. Product: [CH2:2]1[C:3]2([CH2:7][CH:6]([O:13][C:14]3[CH:23]=[C:22]4[C:17]([C:18]([O:24][C:25]5[CH:26]=[CH:27][C:28]([NH:31][C:32]([C:34]6[C:35](=[O:47])[N:36]([C:41]7[CH:42]=[CH:43][CH:44]=[CH:45][CH:46]=7)[N:37]([CH3:40])[C:38]=6[CH3:39])=[O:33])=[N:29][CH:30]=5)=[CH:19][CH:20]=[N:21]4)=[CH:16][CH:15]=3)[CH2:5][O:4]2)[CH2:1]1. The catalyst class is: 44. (3) Reactant: [Br:1]Br.[C:3]([C:6]1[S:7][C:8]([CH3:11])=[CH:9][CH:10]=1)(=[O:5])[CH3:4].CC([O-])=O.[Na+]. Product: [Br:1][C:9]1[CH:10]=[C:6]([C:3](=[O:5])[CH3:4])[S:7][C:8]=1[CH3:11]. The catalyst class is: 6. (4) Reactant: Cl[C:2]1[CH:7]=[C:6]([C:8]2[CH:13]=[CH:12][CH:11]=[C:10]([F:14])[CH:9]=2)[N:5]=[CH:4][N:3]=1.[CH2:15]([OH:19])[C:16]#[C:17][CH3:18].[H-].[Na+].O. Product: [F:14][C:10]1[CH:9]=[C:8]([C:6]2[CH:7]=[C:2]([O:19][CH2:15][C:16]#[C:17][CH3:18])[N:3]=[CH:4][N:5]=2)[CH:13]=[CH:12][CH:11]=1. The catalyst class is: 9. (5) Reactant: [S:1]([Cl:5])(Cl)(=O)=O.[CH3:6][O:7][C:8]([C:10]1[CH:15]=[CH:14][CH:13]=[CH:12][C:11]=1SS[C:11]1[CH:12]=[CH:13][CH:14]=[CH:15][C:10]=1[C:8]([O:7][CH3:6])=[O:9])=[O:9]. Product: [CH3:6][O:7][C:8]([C:10]1[CH:15]=[CH:14][CH:13]=[CH:12][C:11]=1[S:1][Cl:5])=[O:9]. The catalyst class is: 26. (6) Reactant: [CH3:1][O:2][C:3]1[CH:4]=[C:5]([CH:8]=[C:9]([O:11][CH3:12])[CH:10]=1)[C:6]#[N:7].Cl.[NH2:14][OH:15].C(=O)([O-])[O-].[K+].[K+]. Product: [OH:15][N:14]=[C:6]([NH2:7])[C:5]1[CH:8]=[C:9]([O:11][CH3:12])[CH:10]=[C:3]([O:2][CH3:1])[CH:4]=1. The catalyst class is: 8. (7) Reactant: [Cl:1][C:2]1[CH:12]=[CH:11][C:5]2[NH:6][C:7]([S:9][CH3:10])=[N:8][C:4]=2[C:3]=1[N+:13]([O-])=O.O.C(O)(=O)C.C(O)=O. Product: [Cl:1][C:2]1[CH:12]=[CH:11][C:5]2[NH:6][C:7]([S:9][CH3:10])=[N:8][C:4]=2[C:3]=1[NH2:13]. The catalyst class is: 186.